Dataset: Reaction yield outcomes from USPTO patents with 853,638 reactions. Task: Predict the reaction yield, written as a fraction of the theoretical maximum amount of product (1.0 means a 100% yield; for example, 0.34 means a 34% yield). (1) The reactants are Br[CH2:2][C:3]([C:5]1[CH:10]=[CH:9][C:8]([F:11])=[CH:7][C:6]=1[F:12])=O.[S:13]1[CH:17]=[CH:16][N:15]=[C:14]1[NH2:18]. The catalyst is CCO. The product is [F:12][C:6]1[CH:7]=[C:8]([F:11])[CH:9]=[CH:10][C:5]=1[C:3]1[N:18]=[C:14]2[N:15]([CH:2]=1)[CH:16]=[CH:17][S:13]2. The yield is 0.770. (2) The reactants are [Cl:1][C:2]1[CH:7]=[C:6]([OH:8])[CH:5]=[CH:4][N:3]=1.[H-].[Na+].[Cl:11][C:12]1[C:13](F)=[CH:14][C:15]([F:21])=[C:16]([N+:18]([O-:20])=[O:19])[CH:17]=1. The catalyst is CN(C=O)C.C(OCC)(=O)C. The product is [Cl:1][C:2]1[CH:7]=[C:6]([O:8][C:13]2[CH:14]=[C:15]([F:21])[C:16]([N+:18]([O-:20])=[O:19])=[CH:17][C:12]=2[Cl:11])[CH:5]=[CH:4][N:3]=1. The yield is 0.860. (3) The reactants are Br[C:2]1[CH:10]=[C:9]2[C:5]([CH:6]=[CH:7][NH:8]2)=[CH:4][CH:3]=1.[F:11][C:12]1[CH:17]=[CH:16][C:15](B(O)O)=[CH:14][CH:13]=1.P([O-])([O-])([O-])=O.[K+].[K+].[K+]. The catalyst is CC(N(C)C)=O.O. The product is [F:11][C:12]1[CH:17]=[CH:16][C:15]([C:2]2[CH:10]=[C:9]3[C:5]([CH:6]=[CH:7][NH:8]3)=[CH:4][CH:3]=2)=[CH:14][CH:13]=1. The yield is 0.382.